Dataset: Forward reaction prediction with 1.9M reactions from USPTO patents (1976-2016). Task: Predict the product of the given reaction. (1) Given the reactants [C:1]([O:5][C:6]([NH:8][CH2:9][C:10]1[C:11]([C:25]2[CH:30]=[CH:29][C:28]([CH3:31])=[CH:27][CH:26]=2)=[C:12]([CH2:21][C:22](O)=[O:23])[C:13]([CH3:20])=[N:14][C:15]=1[CH2:16][CH:17]([CH3:19])[CH3:18])=[O:7])([CH3:4])([CH3:3])[CH3:2].[NH:32]1[CH2:39][CH2:38][CH2:37][C@H:33]1[C:34]([NH2:36])=[O:35].F[P-](F)(F)(F)(F)F.N1(OC(N(C)C)=[N+](C)C)C2N=CC=CC=2N=N1, predict the reaction product. The product is: [NH2:36][C:34]([C@@H:33]1[CH2:37][CH2:38][CH2:39][N:32]1[C:22](=[O:23])[CH2:21][C:12]1[C:11]([C:25]2[CH:30]=[CH:29][C:28]([CH3:31])=[CH:27][CH:26]=2)=[C:10]([CH2:9][NH:8][C:6](=[O:7])[O:5][C:1]([CH3:2])([CH3:4])[CH3:3])[C:15]([CH2:16][CH:17]([CH3:19])[CH3:18])=[N:14][C:13]=1[CH3:20])=[O:35]. (2) Given the reactants [Br:1][C:2]1[CH:7]=[CH:6][C:5]([CH2:8][CH2:9][CH:10]([CH3:12])[OH:11])=[CH:4][CH:3]=1.[Si:13](Cl)([C:16]([CH3:19])([CH3:18])[CH3:17])([CH3:15])[CH3:14], predict the reaction product. The product is: [Si:13]([O:11][CH:10]([CH3:12])[CH2:9][CH2:8][C:5]1[CH:4]=[CH:3][C:2]([Br:1])=[CH:7][CH:6]=1)([C:16]([CH3:19])([CH3:18])[CH3:17])([CH3:15])[CH3:14]. (3) Given the reactants Br[C:2]1[N:3]=[C:4]2[C:10]3[CH:11]=[CH:12][CH:13]=[CH:14][C:9]=3[NH:8][C:7]3[N:15]=[CH:16][CH:17]=[CH:18][C:6]=3[N:5]2[C:19]=1[C:20]1[CH:25]=[CH:24][C:23]([C:26]2([NH:30][C:31](=[O:37])[O:32][C:33]([CH3:36])([CH3:35])[CH3:34])[CH2:29][CH2:28][CH2:27]2)=[CH:22][CH:21]=1.C([O-])([O-])=O.[Na+].[Na+].[CH3:44][N:45]([CH:47]=O)C, predict the reaction product. The product is: [N:45]1[C:44]2[C:9](=[CH:14][C:13]([C:2]3[N:3]=[C:4]4[C:10]5[CH:11]=[CH:12][CH:13]=[CH:14][C:9]=5[NH:8][C:7]5[N:15]=[CH:16][CH:17]=[CH:18][C:6]=5[N:5]4[C:19]=3[C:20]3[CH:25]=[CH:24][C:23]([C:26]4([NH:30][C:31](=[O:37])[O:32][C:33]([CH3:36])([CH3:34])[CH3:35])[CH2:29][CH2:28][CH2:27]4)=[CH:22][CH:21]=3)=[CH:12][CH:11]=2)[CH:10]=[CH:4][CH:47]=1. (4) Given the reactants [C:1]([OH:7])(=[O:6])[CH2:2][CH2:3][CH:4]=C.CSC.[C:11]([NH:18][NH2:19])([O:13][C:14]([CH3:17])([CH3:16])[CH3:15])=[O:12], predict the reaction product. The product is: [C:11]([NH:18][N:19]=[CH:4][CH2:3][CH2:2][C:1]([OH:7])=[O:6])([O:13][C:14]([CH3:17])([CH3:16])[CH3:15])=[O:12].